From a dataset of Serine/threonine kinase 33 screen with 319,792 compounds. Binary Classification. Given a drug SMILES string, predict its activity (active/inactive) in a high-throughput screening assay against a specified biological target. (1) The molecule is O1CCN(CC1)C(=O)c1cc2nn3c(OCc4c3cccc4)c2cc1. The result is 1 (active). (2) The molecule is S(CC(=O)NCC1OCCC1)c1nc2c(c(c1)C)ccc(OC)c2. The result is 0 (inactive). (3) The drug is Brc1cc(C2n3[nH]cnc3=NC(=C2C(OCC)=O)C)c(F)cc1. The result is 0 (inactive). (4) The compound is Clc1cc2ncnc(Oc3ncc(NC(=O)CCCC(O)=O)cc3)c2cc1. The result is 0 (inactive). (5) The molecule is o1c(C2c3c(NC(=O)C2)cc2OCOc2c3)ccc1C. The result is 0 (inactive). (6) The molecule is Clc1nc(cc(c1S(=O)(=O)c1cc(Cl)ccc1)C)C. The result is 0 (inactive).